This data is from Full USPTO retrosynthesis dataset with 1.9M reactions from patents (1976-2016). The task is: Predict the reactants needed to synthesize the given product. (1) Given the product [NH2:9][C:6]1[CH:7]=[CH:8][C:3]([C:1]#[N:2])=[C:4]([C:12]2[CH:17]=[CH:16][C:15]([C:18]3[S:19][CH:20]=[CH:21][C:22]=3[NH:23][S:24]([CH:27]([CH3:29])[CH3:28])(=[O:26])=[O:25])=[CH:14][CH:13]=2)[CH:5]=1, predict the reactants needed to synthesize it. The reactants are: [C:1]([C:3]1[CH:8]=[CH:7][C:6]([N+:9]([O-])=O)=[CH:5][C:4]=1[C:12]1[CH:17]=[CH:16][C:15]([C:18]2[S:19][CH:20]=[CH:21][C:22]=2[NH:23][S:24]([CH:27]([CH3:29])[CH3:28])(=[O:26])=[O:25])=[CH:14][CH:13]=1)#[N:2].Cl[Sn]Cl.O. (2) The reactants are: [CH3:1][CH:2]1[O:7][CH:6]([O:8][C:9]2[C:18](=[O:19])[C:17]3[C:12](=[CH:13][C:14]([OH:21])=[CH:15][C:16]=3[OH:20])[O:11][C:10]=2[C:22]2[CH:27]=[C:26]([OH:28])[C:25]([OH:29])=[C:24]([OH:30])[CH:23]=2)[CH:5]([OH:31])[CH:4]([OH:32])[CH:3]1[OH:33].[OH-].[Na+].[Ag:36]. Given the product [CH3:1][CH:2]1[O:7][CH:6]([O:8][C:9]2[C:18](=[O:19])[C:17]3[C:12](=[CH:13][C:14]([OH:21])=[CH:15][C:16]=3[OH:20])[O:11][C:10]=2[C:22]2[CH:23]=[C:24]([OH:30])[C:25]([OH:29])=[C:26]([OH:28])[CH:27]=2)[CH:5]([OH:31])[CH:4]([OH:32])[CH:3]1[OH:33].[Ag:36], predict the reactants needed to synthesize it. (3) Given the product [CH3:1][N:2]1[CH2:7][CH2:6][CH:5]([NH:16][CH2:15][CH2:14][N:9]2[CH2:13][CH2:12][CH2:11][CH2:10]2)[CH2:4][CH2:3]1, predict the reactants needed to synthesize it. The reactants are: [CH3:1][N:2]1[CH2:7][CH2:6][C:5](=O)[CH2:4][CH2:3]1.[N:9]1([CH2:14][CH2:15][NH2:16])[CH2:13][CH2:12][CH2:11][CH2:10]1. (4) Given the product [C:1]1([C:7]2[O:8][C:9]3[CH:15]=[C:14]([C:16]([OH:18])=[O:17])[CH:13]=[CH:12][C:10]=3[N:11]=2)[CH:2]=[CH:3][CH:4]=[CH:5][CH:6]=1, predict the reactants needed to synthesize it. The reactants are: [C:1]1([C:7]2[O:8][C:9]3[CH:15]=[C:14]([C:16]([O:18]C)=[O:17])[CH:13]=[CH:12][C:10]=3[N:11]=2)[CH:6]=[CH:5][CH:4]=[CH:3][CH:2]=1.[Li+].[OH-].O.Cl. (5) Given the product [NH2:1][C:2]1[N:3]([CH2:20][C:21]([F:24])([F:23])[F:22])[C:4](=[O:19])[C:5]2([N:18]=1)[C:14]1[C:9](=[CH:10][CH:11]=[C:12]([C:35]3[CH:36]=[N:31][CH:32]=[N:33][CH:34]=3)[CH:13]=1)[CH2:8][C:7]([CH3:17])([CH3:16])[CH2:6]2, predict the reactants needed to synthesize it. The reactants are: [NH2:1][C:2]1[N:3]([CH2:20][C:21]([F:24])([F:23])[F:22])[C:4](=[O:19])[C:5]2([N:18]=1)[C:14]1[C:9](=[CH:10][CH:11]=[C:12](Br)[CH:13]=1)[CH2:8][C:7]([CH3:17])([CH3:16])[CH2:6]2.O1CCOCC1.[N:31]1[CH:36]=[C:35](B(O)O)[CH:34]=[N:33][CH:32]=1.C(=O)([O-])[O-].[Na+].[Na+]. (6) The reactants are: C(OC([N:8]1[C:16]2[C:11](=[CH:12][C:13]([N:17](C(OC(C)(C)C)=O)[C:18]3[CH:23]=[CH:22][N:21]=[C:20]([C:24]4[CH:29]=[CH:28][CH:27]=[C:26]([O:30][CH:31]5[CH2:35][CH2:34][N:33](C(OC(C)(C)C)=O)[CH2:32]5)[CH:25]=4)[N:19]=3)=[CH:14][CH:15]=2)[CH:10]=[N:9]1)=O)(C)(C)C.Cl.O. Given the product [NH:33]1[CH2:34][CH2:35][CH:31]([O:30][C:26]2[CH:25]=[C:24]([C:20]3[N:19]=[C:18]([NH:17][C:13]4[CH:12]=[C:11]5[C:16](=[CH:15][CH:14]=4)[NH:8][N:9]=[CH:10]5)[CH:23]=[CH:22][N:21]=3)[CH:29]=[CH:28][CH:27]=2)[CH2:32]1, predict the reactants needed to synthesize it. (7) Given the product [CH:2]1([CH2:1][N:3]2[C:12]3[C:7](=[CH:8][C:9]([N+:13]([O-:15])=[O:14])=[CH:10][CH:11]=3)[C:6](=[O:16])[N:5]([CH2:4][CH3:29])[C:18]2=[O:21])[CH2:26][CH2:25]1, predict the reactants needed to synthesize it. The reactants are: [CH2:1]([N:3]1[C:12]2[C:7](=[CH:8][C:9]([N+:13]([O-:15])=[O:14])=[CH:10][CH:11]=2)[C:6](=[O:16])[NH:5][C:4]1=O)[CH3:2].[C:18](=[O:21])([O-])[O-].[K+].[K+].Br[CH2:25][CH:26]1CC1.[CH3:29]N(C=O)C. (8) Given the product [F:51][C:48]([F:49])([F:50])[C:47]([NH:46][CH2:45][C@@H:41]1[CH2:42][C@H:43]2[C@H:39]([CH2:44]2)[N:40]1[C:36]([C:31]1[N:32]=[C:33]([CH3:35])[S:34][C:30]=1[C:26]1[CH:27]=[CH:28][CH:29]=[C:24]([F:23])[CH:25]=1)=[O:38])=[O:52], predict the reactants needed to synthesize it. The reactants are: CN(C(ON1N=NC2C=CC=CC1=2)=[N+](C)C)C.[B-](F)(F)(F)F.[F:23][C:24]1[CH:25]=[C:26]([C:30]2[S:34][C:33]([CH3:35])=[N:32][C:31]=2[C:36]([OH:38])=O)[CH:27]=[CH:28][CH:29]=1.[C@H:39]12[CH2:44][C@H:43]1[CH2:42][C@@H:41]([CH2:45][NH:46][C:47](=[O:52])[C:48]([F:51])([F:50])[F:49])[NH:40]2.CCN(C(C)C)C(C)C.